Dataset: Catalyst prediction with 721,799 reactions and 888 catalyst types from USPTO. Task: Predict which catalyst facilitates the given reaction. (1) Reactant: CC[N+](S(N=C(OC)[O-])(=O)=O)(CC)CC.[Cl:16][C:17]1[CH:18]=[CH:19][C:20]([N+:52]([O-:54])=[O:53])=[C:21]([C:23]2[CH:28]=[CH:27][N:26]([CH:29]([CH2:43][C:44]3[CH:49]=[CH:48][C:47]([F:50])=[CH:46][CH:45]=3)[C:30]([NH:32][NH:33][C:34](=O)[C:35]3[CH:40]=[CH:39][C:38]([F:41])=[CH:37][CH:36]=3)=[O:31])[C:25](=[O:51])[CH:24]=2)[CH:22]=1. Product: [Cl:16][C:17]1[CH:18]=[CH:19][C:20]([N+:52]([O-:54])=[O:53])=[C:21]([C:23]2[CH:28]=[CH:27][N:26]([CH:29]([C:30]3[O:31][C:34]([C:35]4[CH:40]=[CH:39][C:38]([F:41])=[CH:37][CH:36]=4)=[N:33][N:32]=3)[CH2:43][C:44]3[CH:49]=[CH:48][C:47]([F:50])=[CH:46][CH:45]=3)[C:25](=[O:51])[CH:24]=2)[CH:22]=1. The catalyst class is: 20. (2) Reactant: O[CH2:2][C:3]1[CH:12]=[C:11]2[C:6]([CH:7]([NH:13][C:14](=[O:37])[CH2:15][CH:16]([NH:23][S:24]([C:27]3[CH:36]=[CH:35][C:34]4[C:29](=[CH:30][CH:31]=[CH:32][CH:33]=4)[CH:28]=3)(=[O:26])=[O:25])[C:17]3[CH:22]=[CH:21][CH:20]=[CH:19][CH:18]=3)[CH2:8][CH2:9][O:10]2)=[CH:5][CH:4]=1.CCN(C(C)C)C(C)C.CS(OS(C)(=O)=O)(=O)=O.[CH:56]([NH2:59])([CH3:58])[CH3:57]. Product: [CH:56]([NH:59][CH2:2][C:3]1[CH:12]=[C:11]2[C:6]([CH:7]([NH:13][C:14](=[O:37])[CH2:15][CH:16]([NH:23][S:24]([C:27]3[CH:36]=[CH:35][C:34]4[C:29](=[CH:30][CH:31]=[CH:32][CH:33]=4)[CH:28]=3)(=[O:26])=[O:25])[C:17]3[CH:18]=[CH:19][CH:20]=[CH:21][CH:22]=3)[CH2:8][CH2:9][O:10]2)=[CH:5][CH:4]=1)([CH3:58])[CH3:57]. The catalyst class is: 396.